Dataset: Reaction yield outcomes from USPTO patents with 853,638 reactions. Task: Predict the reaction yield, written as a fraction of the theoretical maximum amount of product (1.0 means a 100% yield; for example, 0.34 means a 34% yield). (1) The reactants are [CH3:1][C:2]1[C:6]([C:7]2[CH:12]=[CH:11][C:10]([CH3:13])=[CH:9][CH:8]=2)=[C:5]([CH3:14])[O:4][N:3]=1.[Cl:15][S:16](O)(=[O:18])=[O:17].P(Cl)(Cl)(Cl)(Cl)Cl. The catalyst is C(Cl)Cl. The product is [CH3:1][C:2]1[C:6]([C:7]2[CH:12]=[CH:11][C:10]([CH3:13])=[C:9]([S:16]([Cl:15])(=[O:18])=[O:17])[CH:8]=2)=[C:5]([CH3:14])[O:4][N:3]=1. The yield is 0.800. (2) The reactants are [CH2:1]([O:3][C:4](=[O:32])[C:5]1[CH:10]=[CH:9][C:8]([N:11]2[CH:15]=[C:14]([C:16]3[CH:21]=[CH:20][C:19]([Cl:22])=[CH:18][C:17]=3[Cl:23])[N:13]=[C:12]2[CH2:24][C:25]2[CH:30]=[CH:29][C:28](Br)=[CH:27][CH:26]=2)=[CH:7][CH:6]=1)[CH3:2].[NH2:33][C:34]1[CH:39]=[CH:38][C:37](B(O)O)=[CH:36][CH:35]=1. No catalyst specified. The product is [CH2:1]([O:3][C:4](=[O:32])[C:5]1[CH:10]=[CH:9][C:8]([N:11]2[CH:15]=[C:14]([C:16]3[CH:21]=[CH:20][C:19]([Cl:22])=[CH:18][C:17]=3[Cl:23])[N:13]=[C:12]2[CH2:24][C:25]2[CH:30]=[CH:29][C:28]([C:37]3[CH:38]=[CH:39][C:34]([NH2:33])=[CH:35][CH:36]=3)=[CH:27][CH:26]=2)=[CH:7][CH:6]=1)[CH3:2]. The yield is 0.650. (3) The reactants are [Br:1][C:2]1[S:3][C:4]([CH3:10])=[C:5]([CH2:7][CH2:8][OH:9])[N:6]=1.[CH2:11]([O:13][C:14](=[O:26])[CH2:15][C@H:16]1[C:24]2[C:19](=[CH:20][C:21](O)=[CH:22][CH:23]=2)[CH2:18][CH2:17]1)[CH3:12].C1C=CC(P(C2C=CC=CC=2)C2C=CC=CC=2)=CC=1.C1CCN(C(N=NC(N2CCCCC2)=O)=O)CC1. The catalyst is C1COCC1. The product is [Br:1][C:2]1[S:3][C:4]([CH3:10])=[C:5]([CH2:7][CH2:8][O:9][C:21]2[CH:20]=[C:19]3[C:24](=[CH:23][CH:22]=2)[C@H:16]([CH2:15][C:14]([O:13][CH2:11][CH3:12])=[O:26])[CH2:17][CH2:18]3)[N:6]=1. The yield is 0.760. (4) The reactants are [O:1]=[S:2]1(=[O:68])[CH2:7][CH2:6][N:5]([CH2:8][CH2:9][NH:10][C@:11]23[CH2:64][CH2:63][C@@H:62]([C:65]([CH3:67])=[CH2:66])[C@@H:12]2[C@@H:13]2[C@@:26]([CH3:29])([CH2:27][CH2:28]3)[C@@:25]3([CH3:30])[C@@H:16]([C@:17]4([CH3:61])[C@@H:22]([CH2:23][CH2:24]3)[C:21]([CH3:32])([CH3:31])[C:20]([C:33]3[CH:60]=[CH:59][C:36]([C:37]([O:39][C@H:40]5[O:45][C@H:44]([C:46]([O:48]CC6C=CC=CC=6)=[O:47])[C@@H:43]([OH:56])[C@H:42]([OH:57])[C@H:41]5[OH:58])=[O:38])=[CH:35][CH:34]=3)=[CH:19][CH2:18]4)[CH2:15][CH2:14]2)[CH2:4][CH2:3]1.C([SiH](C)C)(C)(C)C.C(N(CC)CC)C.CCCC[N+](CCCC)(CCCC)CCCC.[F-]. The catalyst is ClC(Cl)C.C1COCC1.C([O-])(=O)C.[Pd+2].C([O-])(=O)C. The product is [O:68]=[S:2]1(=[O:1])[CH2:3][CH2:4][N:5]([CH2:8][CH2:9][NH:10][C@:11]23[CH2:64][CH2:63][C@@H:62]([C:65]([CH3:67])=[CH2:66])[C@@H:12]2[C@@H:13]2[C@@:26]([CH3:29])([CH2:27][CH2:28]3)[C@@:25]3([CH3:30])[C@@H:16]([C@:17]4([CH3:61])[C@@H:22]([CH2:23][CH2:24]3)[C:21]([CH3:31])([CH3:32])[C:20]([C:33]3[CH:60]=[CH:59][C:36]([C:37]([O:39][C@H:40]5[O:45][C@H:44]([C:46]([OH:48])=[O:47])[C@@H:43]([OH:56])[C@H:42]([OH:57])[C@H:41]5[OH:58])=[O:38])=[CH:35][CH:34]=3)=[CH:19][CH2:18]4)[CH2:15][CH2:14]2)[CH2:6][CH2:7]1. The yield is 0.520. (5) The reactants are [Cl:1][C:2]1[C:10]2[C:5](=[CH:6][CH:7]=[C:8]([O:11][CH3:12])[CH:9]=2)[NH:4][C:3]=1[C:13]([NH:15][OH:16])=[NH:14].CO[C:19](OC)(N(C)C)[CH3:20]. The catalyst is ClCCl. The product is [Cl:1][C:2]1[C:10]2[C:5](=[CH:6][CH:7]=[C:8]([O:11][CH3:12])[CH:9]=2)[NH:4][C:3]=1[C:13]1[N:14]=[C:19]([CH3:20])[O:16][N:15]=1. The yield is 0.810. (6) The product is [C:1]([C:3]1[CH:4]=[C:5]([C:16]2[CH:15]=[C:14]3[C:19](=[CH:18][CH:17]=2)[NH:11][C:12](=[O:27])[C:13]23[CH2:23][CH2:22][CH2:21][CH2:20]2)[CH:6]=[CH:7][C:8]=1[F:9])#[N:2]. The reactants are [C:1]([C:3]1[CH:4]=[C:5](Br)[CH:6]=[CH:7][C:8]=1[F:9])#[N:2].[NH:11]1[C:19]2[C:14](=[CH:15][CH:16]=[CH:17][CH:18]=2)[C:13]2([CH:23](B(O)O)[CH2:22][CH2:21][CH2:20]2)[C:12]1=[O:27].C([O-])(=O)C.[Na+].[OH-].[Na+]. The yield is 0.100. The catalyst is COCCOC.O.C1C=CC([P]([Pd]([P](C2C=CC=CC=2)(C2C=CC=CC=2)C2C=CC=CC=2)([P](C2C=CC=CC=2)(C2C=CC=CC=2)C2C=CC=CC=2)[P](C2C=CC=CC=2)(C2C=CC=CC=2)C2C=CC=CC=2)(C2C=CC=CC=2)C2C=CC=CC=2)=CC=1. (7) The reactants are [CH2:1]([O:4][C:5]([NH:7][C@:8]([CH3:29])([CH2:11][CH2:12][C:13]1[O:14][C:15]([C:18]#[C:19][CH2:20][CH2:21][O:22][CH:23]2[CH2:28][CH2:27][CH2:26][CH2:25][CH2:24]2)=[CH:16][CH:17]=1)[CH2:9][OH:10])=[O:6])[CH:2]=[CH2:3].N1C=NN=N1.C(N(C(C)C)[P:39]([O:44][CH2:45][CH:46]=[CH2:47])[O:40][CH2:41][CH:42]=[CH2:43])(C)C.ClC1C=CC=C(C(OO)=[O:59])C=1.S([O-])([O-])(=O)=S.[Na+].[Na+]. The catalyst is ClCCl. The product is [P:39]([O:40][CH2:41][CH:42]=[CH2:43])([O:44][CH2:45][CH:46]=[CH2:47])([O:10][CH2:9][C@@:8]([NH:7][C:5]([O:4][CH2:1][CH:2]=[CH2:3])=[O:6])([CH3:29])[CH2:11][CH2:12][C:13]1[O:14][C:15]([C:18]#[C:19][CH2:20][CH2:21][O:22][CH:23]2[CH2:28][CH2:27][CH2:26][CH2:25][CH2:24]2)=[CH:16][CH:17]=1)=[O:59]. The yield is 0.810. (8) The reactants are [CH2:1]([O:3][C:4]([C:6]1[C:14]2[C:9](=[CH:10][C:11]([Br:28])=[C:12]([CH2:15][C:16]3[C:25]4[C:20](=[CH:21][C:22]([O:26][CH3:27])=[CH:23][CH:24]=4)[CH2:19][CH2:18][N:17]=3)[CH:13]=2)[NH:8][C:7]=1[CH3:29])=[O:5])[CH3:2].N1C=CC=CC=1.[C:36](OC=O)(=[O:41])C(C)(C)C. The catalyst is C(Cl)Cl. The product is [CH2:1]([O:3][C:4]([C:6]1[C:14]2[C:9](=[CH:10][C:11]([Br:28])=[C:12]([CH:15]=[C:16]3[C:25]4[C:20](=[CH:21][C:22]([O:26][CH3:27])=[CH:23][CH:24]=4)[CH2:19][CH2:18][N:17]3[CH:36]=[O:41])[CH:13]=2)[NH:8][C:7]=1[CH3:29])=[O:5])[CH3:2]. The yield is 0.600.